This data is from NCI-60 drug combinations with 297,098 pairs across 59 cell lines. The task is: Regression. Given two drug SMILES strings and cell line genomic features, predict the synergy score measuring deviation from expected non-interaction effect. (1) Drug 1: CC1=CC=C(C=C1)C2=CC(=NN2C3=CC=C(C=C3)S(=O)(=O)N)C(F)(F)F. Drug 2: COCCOC1=C(C=C2C(=C1)C(=NC=N2)NC3=CC=CC(=C3)C#C)OCCOC.Cl. Cell line: HCT116. Synergy scores: CSS=0.679, Synergy_ZIP=-0.374, Synergy_Bliss=-0.635, Synergy_Loewe=-0.639, Synergy_HSA=-6.20. (2) Drug 1: CC1C(C(CC(O1)OC2CC(CC3=C2C(=C4C(=C3O)C(=O)C5=C(C4=O)C(=CC=C5)OC)O)(C(=O)CO)O)N)O.Cl. Drug 2: N.N.Cl[Pt+2]Cl. Cell line: EKVX. Synergy scores: CSS=4.98, Synergy_ZIP=-0.232, Synergy_Bliss=5.19, Synergy_Loewe=-3.95, Synergy_HSA=-0.337. (3) Drug 1: CC(CN1CC(=O)NC(=O)C1)N2CC(=O)NC(=O)C2. Drug 2: C1CN1P(=S)(N2CC2)N3CC3. Cell line: SW-620. Synergy scores: CSS=50.1, Synergy_ZIP=-1.71, Synergy_Bliss=2.21, Synergy_Loewe=3.64, Synergy_HSA=4.26.